From a dataset of Experimentally validated miRNA-target interactions with 360,000+ pairs, plus equal number of negative samples. Binary Classification. Given a miRNA mature sequence and a target amino acid sequence, predict their likelihood of interaction. (1) The miRNA is cel-miR-60-3p with sequence UAUUAUGCACAUUUUCUAGUUCA. The protein sequence of the target gene is MAESEDRSLRIVLVGKTGSGKSATANTILGEEIFDSRIAAQAVTKNCQKASREWQGRDLLVVDTPGLFDTKESLDTTCKEISRCIISSCPGPHAIVLVLLLGRYTEEEQKTVALIKAVFGKSAMKHMVILFTRKEELEGQSFHDFIADADVGLKSIVKECGNRCCAFSNSKKTSKAEKESQVQELVELIEKMVQCNEGAYFSDDIYKDTEERLKQREEVLRKIYTDQLNEEIKLVEEDKHKSEEEKEKEIKLLKLKYDEKIKNIREEAERNIFKDVFNRIWKMLSEIWHRFLSKCKFYSS.... Result: 0 (no interaction). (2) The miRNA is hsa-miR-3675-3p with sequence CAUCUCUAAGGAACUCCCCCAA. The protein sequence of the target gene is MWPPRFPPPRPGMSEETRQSKLAAAKKKLREYQQKNSPGVPAGAKKKKKIKNGHSPERTSASDCQSAENVPTDHTAPAPPSTAAATMFLGVVPSPDADLIQSHDAGNCSNLMEETKTFSSTESLRQLSQQLNGLVSESTSYINGEGLTSSNMKELESRYQELAVALDSSYVTNKQLSSTIEELKQQNQDTLDQLEKEKKDYQQKLAKEQGALREQLQVHIQTIGILVSEKAELQTALAHTQQAARQKAGESEDLASRLQSSRQRVGELERTLSTVSTQQKQADRYNKDLTKERDALKLEL.... Result: 0 (no interaction).